Dataset: Forward reaction prediction with 1.9M reactions from USPTO patents (1976-2016). Task: Predict the product of the given reaction. (1) Given the reactants [F:1][C:2]([F:33])([F:32])[C:3]1[CH:8]=[CH:7][C:6]([C:9]2[CH:10]=[C:11]([CH:29]=[CH:30][CH:31]=2)[CH2:12][O:13][C:14]2[CH:23]=[C:22]3[C:17]([CH:18]([CH2:24][C:25]([O:27]C)=[O:26])[CH2:19][O:20][CH2:21]3)=[CH:16][CH:15]=2)=[CH:5][CH:4]=1.[OH-].[Na+], predict the reaction product. The product is: [F:32][C:2]([F:1])([F:33])[C:3]1[CH:4]=[CH:5][C:6]([C:9]2[CH:10]=[C:11]([CH:29]=[CH:30][CH:31]=2)[CH2:12][O:13][C:14]2[CH:23]=[C:22]3[C:17]([CH:18]([CH2:24][C:25]([OH:27])=[O:26])[CH2:19][O:20][CH2:21]3)=[CH:16][CH:15]=2)=[CH:7][CH:8]=1. (2) Given the reactants [CH3:1][N:2]1[CH2:7][CH2:6][CH:5]([C:8]([N:10]2[CH2:15][CH2:14][N:13](C(OC(C)(C)C)=O)[CH2:12][CH2:11]2)=[O:9])[CH2:4][CH2:3]1.FC(F)(F)C(O)=O, predict the reaction product. The product is: [CH3:1][N:2]1[CH2:7][CH2:6][CH:5]([C:8]([N:10]2[CH2:11][CH2:12][NH:13][CH2:14][CH2:15]2)=[O:9])[CH2:4][CH2:3]1. (3) Given the reactants C[O:2][C:3]1[CH:8]=[C:7]([O:9]C)[CH:6]=[CH:5][C:4]=1[C:11]1[C:12](=[O:33])[O:13][C:14]2[C:19]([C:20]=1[CH2:21][CH2:22][O:23]C)=[CH:18][CH:17]=[C:16]([O:25][S:26]([C:29]([F:32])([F:31])[F:30])(=[O:28])=[O:27])[CH:15]=2.B(Br)(Br)Br.O.C(OCC)(=O)C, predict the reaction product. The product is: [OH:2][C:3]1[CH:8]=[C:7]([OH:9])[CH:6]=[CH:5][C:4]=1[C:11]1[C:12](=[O:33])[O:13][C:14]2[C:19]([C:20]=1[CH2:21][CH2:22][OH:23])=[CH:18][CH:17]=[C:16]([O:25][S:26]([C:29]([F:31])([F:32])[F:30])(=[O:28])=[O:27])[CH:15]=2. (4) Given the reactants [NH2:1][C:2]1[C:9]([N+:10]([O-:12])=[O:11])=[CH:8][CH:7]=[C:6](Cl)[C:3]=1[C:4]#[N:5].[CH3:14][CH:15]([C:21]([CH3:23])=[O:22])[C:16]([O:18][CH2:19][CH3:20])=[O:17].C([O-])([O-])=O.[K+].[K+], predict the reaction product. The product is: [CH2:19]([O:18][C:16](=[O:17])[C:15]([C:6]1[CH:7]=[CH:8][C:9]([N+:10]([O-:12])=[O:11])=[C:2]([NH2:1])[C:3]=1[C:4]#[N:5])([CH3:14])[C:21](=[O:22])[CH3:23])[CH3:20]. (5) Given the reactants [Cl:1][C:2]1[CH:27]=[CH:26][C:5]([CH2:6][N:7]2[C:15]3[C:10](=[CH:11][C:12]([CH:16]=[C:17]4[S:21][C:20](SCC)=[N:19][C:18]4=[O:25])=[CH:13][CH:14]=3)[CH:9]=[N:8]2)=[C:4]([C:28]([F:31])([F:30])[F:29])[CH:3]=1.[NH:32]1[CH2:35][CH:34]([N:36]2[CH2:41][C@H:40]([CH3:42])[O:39][C@H:38]([CH3:43])[CH2:37]2)[CH2:33]1, predict the reaction product. The product is: [Cl:1][C:2]1[CH:27]=[CH:26][C:5]([CH2:6][N:7]2[C:15]3[C:10](=[CH:11][C:12]([CH:16]=[C:17]4[S:21][C:20]([N:32]5[CH2:35][CH:34]([N:36]6[CH2:41][C@H:40]([CH3:42])[O:39][C@H:38]([CH3:43])[CH2:37]6)[CH2:33]5)=[N:19][C:18]4=[O:25])=[CH:13][CH:14]=3)[CH:9]=[N:8]2)=[C:4]([C:28]([F:31])([F:30])[F:29])[CH:3]=1. (6) The product is: [CH3:23][N:15]1[C:9]2[CH:8]=[CH:7][C:6]([N+:3]([O-:5])=[O:4])=[C:17]([O:18][CH:19]([CH3:21])[CH3:20])[C:10]=2[CH2:11][CH2:12][CH2:13][C:14]1=[O:16]. Given the reactants [H-].[Na+].[N+:3]([C:6]1[CH:7]=[CH:8][C:9]2[NH:15][C:14](=[O:16])[CH2:13][CH2:12][CH2:11][C:10]=2[C:17]=1[O:18][CH:19]([CH3:21])[CH3:20])([O-:5])=[O:4].I[CH3:23], predict the reaction product.